This data is from Forward reaction prediction with 1.9M reactions from USPTO patents (1976-2016). The task is: Predict the product of the given reaction. (1) The product is: [CH3:7][N:8]1[CH2:13][CH2:12][CH2:11][N:10]([C:16]2[CH:21]=[CH:20][C:19]([N+:22]([O-:24])=[O:23])=[CH:18][CH:17]=2)[C:9]1=[O:14]. Given the reactants CC(C)([O-])C.[K+].[CH3:7][N:8]1[CH2:13][CH2:12][CH2:11][NH:10][C:9]1=[O:14].F[C:16]1[CH:21]=[CH:20][C:19]([N+:22]([O-:24])=[O:23])=[CH:18][CH:17]=1, predict the reaction product. (2) Given the reactants [CH3:1][O:2][C:3]1[CH:8]=[CH:7][C:6]([NH:9][C:10]2[CH:15]=[CH:14][CH:13]=[CH:12][N:11]=2)=[CH:5][CH:4]=1.[CH3:16]C([O-])(C)C.[K+].CI, predict the reaction product. The product is: [CH3:1][O:2][C:3]1[CH:4]=[CH:5][C:6]([N:9]([CH3:16])[C:10]2[CH:15]=[CH:14][CH:13]=[CH:12][N:11]=2)=[CH:7][CH:8]=1. (3) Given the reactants [CH3:1][P:2]([C:5]1[CH:10]=[CH:9][C:8]([NH:11][C:12]2[N:17]=[C:16]([NH:18][C:19]3[CH:24]=[CH:23][CH:22]=[CH:21][C:20]=3[S:25]([CH:28]([CH3:30])[CH3:29])(=[O:27])=[O:26])[C:15]([N+:31]([O-])=O)=[CH:14][N:13]=2)=[C:7]([O:34][CH3:35])[CH:6]=1)([CH3:4])=[O:3], predict the reaction product. The product is: [CH3:4][P:2]([C:5]1[CH:10]=[CH:9][C:8]([NH:11][C:12]2[N:17]=[C:16]([NH:18][C:19]3[CH:24]=[CH:23][CH:22]=[CH:21][C:20]=3[S:25]([CH:28]([CH3:29])[CH3:30])(=[O:27])=[O:26])[C:15]([NH2:31])=[CH:14][N:13]=2)=[C:7]([O:34][CH3:35])[CH:6]=1)([CH3:1])=[O:3]. (4) The product is: [CH2:19]([N:21]1[CH:25]=[C:24]([CH:26]([N:12]2[CH:16]=[C:15]([NH2:17])[CH:14]=[N:13]2)[CH3:27])[CH:23]=[N:22]1)[CH3:20]. Given the reactants CN(C)CCC([N:12]1[CH:16]=[C:15]([NH2:17])[CH:14]=[N:13]1)C1C=CC=CC=1.[CH2:19]([N:21]1[CH:25]=[C:24]([CH:26](O)[CH3:27])[CH:23]=[N:22]1)[CH3:20], predict the reaction product.